This data is from Forward reaction prediction with 1.9M reactions from USPTO patents (1976-2016). The task is: Predict the product of the given reaction. (1) Given the reactants [Cl:1][C:2]1[CH:3]=[C:4]([CH:8]=[CH:9][CH:10]=1)[C:5]([OH:7])=O.O.ON1C2C=CC=CC=2N=N1.Cl.CN(C)CCCN=C=NCC.[NH2:34][CH2:35][CH2:36][NH:37][C:38]1[N:46]=[C:45]([Cl:47])[N:44]=[C:43]2[C:39]=1[N:40]=[CH:41][N:42]2[CH:48]1[CH2:52][CH2:51][CH2:50][CH2:49]1, predict the reaction product. The product is: [Cl:1][C:2]1[CH:3]=[C:4]([CH:8]=[CH:9][CH:10]=1)[C:5]([NH:34][CH2:35][CH2:36][NH:37][C:38]1[N:46]=[C:45]([Cl:47])[N:44]=[C:43]2[C:39]=1[N:40]=[CH:41][N:42]2[CH:48]1[CH2:52][CH2:51][CH2:50][CH2:49]1)=[O:7]. (2) The product is: [CH:1]1([C:4]2[CH:42]=[N:41][C:7]3[N:8]([C:21]([NH:23][CH:24]([C:29]4[CH:34]=[CH:33][C:32]([O:35][C:36]([F:39])([F:38])[F:37])=[C:31]([F:40])[CH:30]=4)[C:25]([OH:28])([CH3:27])[CH3:26])=[O:22])[CH2:9][C:10](=[O:20])[NH:11][C:6]=3[CH:5]=2)[CH2:3][CH2:2]1. Given the reactants [CH:1]1([C:4]2[CH:42]=[N:41][C:7]3[N:8]([C:21]([NH:23][CH:24]([C:29]4[CH:34]=[CH:33][C:32]([O:35][C:36]([F:39])([F:38])[F:37])=[C:31]([F:40])[CH:30]=4)[C:25]([OH:28])([CH3:27])[CH3:26])=[O:22])[CH2:9][C:10](=[O:20])[N:11](COCC[Si](C)(C)C)[C:6]=3[CH:5]=2)[CH2:3][CH2:2]1.FC(F)(F)C(O)=O, predict the reaction product. (3) Given the reactants [Cl:1][C:2]1[C:7]([NH:8][C:9]2[CH:17]=[C:16]3[C:12]([C:13]([CH:31]=O)=[CH:14][N:15]3[S:18]([C:21]3[CH:26]=[CH:25][CH:24]=[C:23]([C:27]([F:30])([F:29])[F:28])[CH:22]=3)(=[O:20])=[O:19])=[CH:11][CH:10]=2)=[CH:6][CH:5]=[C:4]([O:33][CH3:34])[N:3]=1.C([BH3-])#N.[Na+].[CH2:39]([NH2:41])[CH3:40].CO.C(=O)(O)[O-].[Na+], predict the reaction product. The product is: [Cl:1][C:2]1[C:7]([NH:8][C:9]2[CH:17]=[C:16]3[C:12]([C:13]([CH2:31][NH:41][CH2:39][CH3:40])=[CH:14][N:15]3[S:18]([C:21]3[CH:26]=[CH:25][CH:24]=[C:23]([C:27]([F:30])([F:28])[F:29])[CH:22]=3)(=[O:19])=[O:20])=[CH:11][CH:10]=2)=[CH:6][CH:5]=[C:4]([O:33][CH3:34])[N:3]=1. (4) Given the reactants [Si:1]([O:8][CH2:9][CH:10]1[CH2:15][CH2:14][N:13]([CH:16]2[CH2:19][N:18]([C:20]3[CH:25]=[CH:24][C:23]([NH2:26])=[CH:22][CH:21]=3)[CH2:17]2)[CH2:12][CH2:11]1)([C:4]([CH3:7])([CH3:6])[CH3:5])([CH3:3])[CH3:2].Cl[C:28]1[C:33]([N+:34]([O-:36])=[O:35])=[CH:32][N:31]=[C:30]([O:37][CH3:38])[CH:29]=1, predict the reaction product. The product is: [Si:1]([O:8][CH2:9][CH:10]1[CH2:11][CH2:12][N:13]([CH:16]2[CH2:19][N:18]([C:20]3[CH:25]=[CH:24][C:23]([NH:26][C:28]4[C:33]([N+:34]([O-:36])=[O:35])=[CH:32][N:31]=[C:30]([O:37][CH3:38])[CH:29]=4)=[CH:22][CH:21]=3)[CH2:17]2)[CH2:14][CH2:15]1)([C:4]([CH3:7])([CH3:5])[CH3:6])([CH3:3])[CH3:2].